From a dataset of Peptide-MHC class II binding affinity with 134,281 pairs from IEDB. Regression. Given a peptide amino acid sequence and an MHC pseudo amino acid sequence, predict their binding affinity value. This is MHC class II binding data. (1) The peptide sequence is CRTLGSKCVRGPNKE. The MHC is DRB1_0101 with pseudo-sequence DRB1_0101. The binding affinity (normalized) is 0.751. (2) The peptide sequence is ATSPTAEGGKATTEE. The MHC is DRB1_0701 with pseudo-sequence DRB1_0701. The binding affinity (normalized) is 0. (3) The binding affinity (normalized) is 0.720. The peptide sequence is EKKYCAATQFEPLAA. The MHC is HLA-DPA10103-DPB10401 with pseudo-sequence HLA-DPA10103-DPB10401. (4) The peptide sequence is YTVALFLAVALVAGP. The MHC is DRB1_1302 with pseudo-sequence DRB1_1302. The binding affinity (normalized) is 0. (5) The peptide sequence is YDKFLANVSTVLTRK. The MHC is DRB1_0404 with pseudo-sequence DRB1_0404. The binding affinity (normalized) is 0.750.